From a dataset of M1 muscarinic receptor antagonist screen with 61,756 compounds. Binary Classification. Given a drug SMILES string, predict its activity (active/inactive) in a high-throughput screening assay against a specified biological target. (1) The compound is s1cc(C2CC2)c2c1nc(SC1CCOC1=O)n(c2=O)CC=C. The result is 0 (inactive). (2) The drug is o1c(Cn2c3c(c(c2C)C(OCC)=O)cc(OC)cc3)ccc1. The result is 0 (inactive). (3) The drug is O(c1c(OC)cc(cc1)C(OC)=O)C(=O)c1cc(OC)c(OC)cc1. The result is 0 (inactive). (4) The drug is FC(F)(F)c1n2ncc(c2nc(c1)c1occc1)C(OCC)=O. The result is 0 (inactive). (5) The compound is o1c(c(NC(=O)CN2CCN(CC2)C)c2c1cccc2)C(OCC)=O. The result is 0 (inactive). (6) The molecule is O1c2cc(CNc3oc(nc3C#N)COc3cc(ccc3)C)ccc2OC1. The result is 0 (inactive).